Dataset: TCR-epitope binding with 47,182 pairs between 192 epitopes and 23,139 TCRs. Task: Binary Classification. Given a T-cell receptor sequence (or CDR3 region) and an epitope sequence, predict whether binding occurs between them. (1) The epitope is RILGAGCFV. The TCR CDR3 sequence is CASRGPGLAGLGELFF. Result: 1 (the TCR binds to the epitope). (2) The TCR CDR3 sequence is CATSDLGTSVSGYTF. Result: 1 (the TCR binds to the epitope). The epitope is YIFFASFYY.